Dataset: Catalyst prediction with 721,799 reactions and 888 catalyst types from USPTO. Task: Predict which catalyst facilitates the given reaction. Reactant: [F-].C([N+](CCCC)(CCCC)CCCC)CCC.[N:19]1[CH:24]=[CH:23][CH:22]=[C:21]([C:25]2[CH:33]=[C:32]3[C:28]([C:29]([NH:42][C:43](=[O:47])[CH2:44][CH2:45][CH3:46])=[N:30][N:31]3COCC[Si](C)(C)C)=[CH:27][CH:26]=2)[CH:20]=1.C(OCC)(=O)C. Product: [N:19]1[CH:24]=[CH:23][CH:22]=[C:21]([C:25]2[CH:33]=[C:32]3[C:28]([C:29]([NH:42][C:43](=[O:47])[CH2:44][CH2:45][CH3:46])=[N:30][NH:31]3)=[CH:27][CH:26]=2)[CH:20]=1. The catalyst class is: 7.